Dataset: Full USPTO retrosynthesis dataset with 1.9M reactions from patents (1976-2016). Task: Predict the reactants needed to synthesize the given product. (1) Given the product [C:7]1([C:14]2[CH:13]=[CH:12][C:11]3[N:10]([C:21]4[CH:22]=[CH:23][C:24]5[N:25]([S:35]([C:38]6[CH:43]=[CH:42][CH:41]=[CH:40][CH:39]=6)(=[O:37])=[O:36])[C:26]6[C:31]([C:32]=5[CH:33]=4)=[CH:30][C:29]([N:10]4[C:9]5[CH:8]=[CH:7][C:19]([C:11]7[CH:16]=[CH:15][CH:14]=[CH:13][CH:12]=7)=[CH:18][C:17]=5[C:16]5[C:11]4=[CH:12][CH:13]=[CH:14][CH:15]=5)=[CH:28][CH:27]=6)[C:9]4[C:17]([C:16]=3[CH:15]=2)=[CH:18][CH:19]=[CH:7][CH:8]=4)[CH:19]=[CH:18][CH:17]=[CH:9][CH:8]=1, predict the reactants needed to synthesize it. The reactants are: C1([C:7]2[CH:19]=[CH:18][C:17]3[C:16]4[C:11](=[CH:12][CH:13]=[CH:14][CH:15]=4)[NH:10][C:9]=3[CH:8]=2)C=CC=CC=1.Br[C:21]1[CH:22]=[CH:23][C:24]2[N:25]([S:35]([C:38]3[CH:43]=[CH:42][CH:41]=[CH:40][CH:39]=3)(=[O:37])=[O:36])[C:26]3[C:31]([C:32]=2[CH:33]=1)=[CH:30][C:29](Br)=[CH:28][CH:27]=3.P([O-])([O-])([O-])=O.[K+].[K+].[K+]. (2) Given the product [N:12]1([C:10]2[C:9]3[C:4](=[CH:5][CH:6]=[CH:7][CH:8]=3)[C:3](=[O:18])[N:2]([NH:1][C:30](=[O:31])[CH2:29][C:20]3[CH:21]=[CH:22][C:23]4[C:28](=[CH:27][CH:26]=[CH:25][CH:24]=4)[CH:19]=3)[N:11]=2)[CH2:17][CH2:16][O:15][CH2:14][CH2:13]1, predict the reactants needed to synthesize it. The reactants are: [NH2:1][N:2]1[N:11]=[C:10]([N:12]2[CH2:17][CH2:16][O:15][CH2:14][CH2:13]2)[C:9]2[C:4](=[CH:5][CH:6]=[CH:7][CH:8]=2)[C:3]1=[O:18].[CH:19]1[C:28]2[C:23](=[CH:24][CH:25]=[CH:26][CH:27]=2)[CH:22]=[CH:21][C:20]=1[CH2:29][C:30](O)=[O:31]. (3) Given the product [CH2:1]([O:3][C:4]([C:6]1[C:7]([C:11]([F:13])([F:14])[F:12])=[N:8][N:9]([CH3:18])[CH:10]=1)=[O:5])[CH3:2], predict the reactants needed to synthesize it. The reactants are: [CH2:1]([O:3][C:4]([C:6]1[C:7]([C:11]([F:14])([F:13])[F:12])=[N:8][NH:9][CH:10]=1)=[O:5])[CH3:2].[H-].[Na+].I[CH3:18]. (4) Given the product [Br:7][C:8]1[CH:13]=[C:12]([NH:14][C:15](=[O:20])[C:16]([F:19])([F:18])[F:17])[CH:11]=[CH:10][C:9]=1[S:21](=[O:23])(=[O:22])[NH:25][C:26]1[CH:27]=[CH:28][C:29]2[CH2:33][O:32][B:31]([OH:34])[C:30]=2[CH:35]=1, predict the reactants needed to synthesize it. The reactants are: N1C=CC=CC=1.[Br:7][C:8]1[CH:13]=[C:12]([NH:14][C:15](=[O:20])[C:16]([F:19])([F:18])[F:17])[CH:11]=[CH:10][C:9]=1[S:21](Cl)(=[O:23])=[O:22].[NH2:25][C:26]1[CH:27]=[CH:28][C:29]2[CH2:33][O:32][B:31]([OH:34])[C:30]=2[CH:35]=1. (5) Given the product [CH2:1]([C:3]1[CH:8]=[CH:7][CH:6]=[CH:5][C:4]=1[CH:9]([CH3:12])[C:10]#[N:11])[CH3:2], predict the reactants needed to synthesize it. The reactants are: [CH2:1]([C:3]1[CH:8]=[CH:7][CH:6]=[CH:5][C:4]=1[CH2:9][C:10]#[N:11])[CH3:2].[CH3:12]I. (6) Given the product [O:22]1[CH:26]=[CH:25][CH:24]=[C:23]1[C:2]1[CH:7]=[CH:6][C:5](/[C:8](/[CH3:15])=[CH:9]/[C:10]([O:12][CH2:13][CH3:14])=[O:11])=[CH:4][CH:3]=1, predict the reactants needed to synthesize it. The reactants are: I[C:2]1[CH:7]=[CH:6][C:5](/[C:8](/[CH3:15])=[CH:9]/[C:10]([O:12][CH2:13][CH3:14])=[O:11])=[CH:4][CH:3]=1.C(=O)([O-])[O-].[Na+].[Na+].[O:22]1[CH:26]=[CH:25][CH:24]=[C:23]1B(O)O. (7) The reactants are: [CH2:1]([O:8][C:9]([NH:11][C@H:12]1[CH2:17][CH2:16][C@@H:15]([NH:18]C(=O)OC(C)(C)C)[CH2:14][C@H:13]1[CH2:26][S:27]([CH:30]([CH3:32])[CH3:31])(=[O:29])=[O:28])=[O:10])[C:2]1[CH:7]=[CH:6][CH:5]=[CH:4][CH:3]=1.Cl. Given the product [NH2:18][C@@H:15]1[CH2:16][CH2:17][C@H:12]([NH:11][C:9](=[O:10])[O:8][CH2:1][C:2]2[CH:7]=[CH:6][CH:5]=[CH:4][CH:3]=2)[C@H:13]([CH2:26][S:27]([CH:30]([CH3:32])[CH3:31])(=[O:29])=[O:28])[CH2:14]1, predict the reactants needed to synthesize it. (8) Given the product [CH3:5][NH:6][C:7]1[C:12]([NH:13][C:14]([C:16]2[CH:17]=[N:18][CH:19]=[CH:20][C:21]=2[S:4][CH2:2][CH3:3])=[O:15])=[CH:11][C:10]([C:23]([F:26])([F:25])[F:24])=[CH:9][N:8]=1, predict the reactants needed to synthesize it. The reactants are: [Na].[CH2:2]([SH:4])[CH3:3].[CH3:5][NH:6][C:7]1[C:12]([NH:13][C:14]([C:16]2[CH:17]=[N:18][CH:19]=[CH:20][C:21]=2Cl)=[O:15])=[CH:11][C:10]([C:23]([F:26])([F:25])[F:24])=[CH:9][N:8]=1.CN(C=O)C. (9) Given the product [Br:22][C:23]1[N:28]=[CH:27][C:26]([N:17]2[CH2:16][CH2:15][C:14]3[C:19](=[CH:20][CH:21]=[C:12]([N:9]4[CH2:10][CH2:11][C@H:7]([N:3]5[CH2:4][CH2:5][CH2:6][C@@H:2]5[CH3:1])[CH2:8]4)[CH:13]=3)[CH2:18]2)=[CH:25][N:24]=1, predict the reactants needed to synthesize it. The reactants are: [CH3:1][C@H:2]1[CH2:6][CH2:5][CH2:4][N:3]1[C@H:7]1[CH2:11][CH2:10][N:9]([C:12]2[CH:13]=[C:14]3[C:19](=[CH:20][CH:21]=2)[CH2:18][NH:17][CH2:16][CH2:15]3)[CH2:8]1.[Br:22][C:23]1[N:28]=[CH:27][C:26](Br)=[CH:25][N:24]=1.